From a dataset of Forward reaction prediction with 1.9M reactions from USPTO patents (1976-2016). Predict the product of the given reaction. (1) Given the reactants C1[C@H:35](N)[C@@H:33]([O:34][C@H]2[O:34][C@H:33]([CH2:35]N)[C@@H:32]([OH:37])[C@H:31](O)[C@H:30]2N)[C@H:32]([O:37][C@@H:30]2[O:34][C@H:33]([CH2:35]O)[C@@H:32]([O:37][C@H]3[O:34][C@@H:33]([CH2:35]N)[C@@H:32]([OH:37])[C@H:31](O)[C@H:30]3N)[C@H:31]2O)[C@@H:31](O)[C@@H:30]1N.OS(O)(=O)=O.[CH2:48](Br)[C:49]1[CH:54]=[CH:53][CH:52]=[CH:51][CH:50]=1.[H-].[Na+], predict the reaction product. The product is: [O:34]1[C@H:33]([C@H:32]([O:37][CH2:48][C:49]2[CH:54]=[CH:53][CH:52]=[CH:51][CH:50]=2)[CH:31]=[CH2:30])[CH2:35]1. (2) Given the reactants [C:1]1([C:29]2[CH:34]=[CH:33][CH:32]=[CH:31][CH:30]=2)[CH:6]=[CH:5][C:4]([C:7]2[N:12]=[C:11]3[N:13]=[C:14](S(C)(=O)=O)[N:15](COCC[Si](C)(C)C)[C:10]3=[CH:9][C:8]=2[Cl:28])=[CH:3][CH:2]=1.C1(C2[O:46][C@H:45]3[C@H:47]([OH:52])[C@@H:48]([OH:51])[CH2:49][O:50][C@@H:44]3[CH2:43][O:42]2)C=CC=CC=1.C(=O)([O-])[O-].[Cs+].[Cs+].O, predict the reaction product. The product is: [C:1]1([C:29]2[CH:34]=[CH:33][CH:32]=[CH:31][CH:30]=2)[CH:6]=[CH:5][C:4]([C:7]2[N:12]=[C:11]3[N:13]=[C:14]([O:51][C@H:48]4[CH2:49][O:50][C@H:44]([CH2:43][OH:42])[C@@H:45]([OH:46])[C@@H:47]4[OH:52])[NH:15][C:10]3=[CH:9][C:8]=2[Cl:28])=[CH:3][CH:2]=1. (3) Given the reactants O[CH2:2][C@@H:3]1[CH2:7][CH2:6][CH2:5][N:4]1[C:8]([C:10]1[CH:15]=[CH:14][C:13]([C:16]2[CH:21]=[CH:20][C:19]([C:22]([F:25])([F:24])[F:23])=[CH:18][CH:17]=2)=[CH:12][CH:11]=1)=[O:9].[CH3:26][C@H:27]1[CH2:31][CH2:30][C@H:29]([CH3:32])[NH:28]1, predict the reaction product. The product is: [CH3:26][C@H:27]1[CH2:31][CH2:30][C@H:29]([CH3:32])[N:28]1[CH2:2][CH:3]1[CH2:7][CH2:6][CH2:5][N:4]1[C:8]([C:10]1[CH:15]=[CH:14][C:13]([C:16]2[CH:21]=[CH:20][C:19]([C:22]([F:25])([F:24])[F:23])=[CH:18][CH:17]=2)=[CH:12][CH:11]=1)=[O:9]. (4) Given the reactants [F:1][C:2]1[C:3]([CH3:39])=[C:4]([CH:36]=[CH:37][CH:38]=1)[O:5][C:6]1[C:15]2[C:14](=[O:16])[N:13]([CH2:17][C@H:18]3[CH2:22][O:21][C:20]([CH3:24])([CH3:23])[O:19]3)C(=O)[N:11]([C:26]3[CH:31]=[CH:30][C:29]([I:32])=[CH:28][C:27]=3[F:33])[C:10]=2[N:9]([CH3:34])[C:8](=[O:35])[CH:7]=1.[OH-].[Li+].C(OCC)(=O)C, predict the reaction product. The product is: [F:1][C:2]1[C:3]([CH3:39])=[C:4]([CH:36]=[CH:37][CH:38]=1)[O:5][C:6]1[C:15]([C:14]([NH:13][CH2:17][C@H:18]2[CH2:22][O:21][C:20]([CH3:23])([CH3:24])[O:19]2)=[O:16])=[C:10]([NH:11][C:26]2[CH:31]=[CH:30][C:29]([I:32])=[CH:28][C:27]=2[F:33])[N:9]([CH3:34])[C:8](=[O:35])[CH:7]=1. (5) Given the reactants Br[C:2]1[CH:3]=[C:4]([CH:19]=[CH:20][C:21]=1[N:22]1[CH2:26][CH2:25][C@@H:24]([OH:27])[CH2:23]1)[C:5]([NH:7][C:8]1[CH:13]=[CH:12][C:11]([O:14][C:15]([F:18])([F:17])[F:16])=[CH:10][CH:9]=1)=[O:6].[N:28]1[CH:33]=[CH:32][CH:31]=[C:30](B(O)O)[CH:29]=1, predict the reaction product. The product is: [OH:27][C@@H:24]1[CH2:25][CH2:26][N:22]([C:21]2[CH:20]=[CH:19][C:4]([C:5]([NH:7][C:8]3[CH:13]=[CH:12][C:11]([O:14][C:15]([F:18])([F:17])[F:16])=[CH:10][CH:9]=3)=[O:6])=[CH:3][C:2]=2[C:30]2[CH:29]=[N:28][CH:33]=[CH:32][CH:31]=2)[CH2:23]1. (6) Given the reactants CCN(C(C)C)C(C)C.Br[C:11]1[C:12]2[CH2:20][N:19]([CH2:21][C:22]3[CH:35]=[CH:34][C:25]([CH2:26][N:27]4[CH:32]=[CH:31][CH:30]=[CH:29][C:28]4=[O:33])=[CH:24][CH:23]=3)[CH2:18][C:13]=2[N:14]=[C:15]([Cl:17])[N:16]=1.[Cl:36][C:37]1[C:42]([CH2:43][NH2:44])=[C:41]([F:45])[C:40]([O:46][CH3:47])=[CH:39][CH:38]=1, predict the reaction product. The product is: [Cl:17][C:15]1[N:16]=[C:11]([NH:44][CH2:43][C:42]2[C:37]([Cl:36])=[CH:38][CH:39]=[C:40]([O:46][CH3:47])[C:41]=2[F:45])[C:12]2[CH2:20][N:19]([CH2:21][C:22]3[CH:35]=[CH:34][C:25]([CH2:26][N:27]4[CH:32]=[CH:31][CH:30]=[CH:29][C:28]4=[O:33])=[CH:24][CH:23]=3)[CH2:18][C:13]=2[N:14]=1. (7) Given the reactants N1C=CC=CC=1.[NH2:7][C:8]1[N:12]([C:13]2[CH:18]=[CH:17][CH:16]=[CH:15][CH:14]=2)[N:11]=[C:10]([C:19]([O:21][CH2:22][CH3:23])=[O:20])[CH:9]=1.[Br:24][C:25]1[CH:26]=[CH:27][C:28]([Cl:34])=[C:29]([CH:33]=1)[C:30](O)=[O:31].CCCP(=O)=O, predict the reaction product. The product is: [Br:24][C:25]1[CH:26]=[CH:27][C:28]([Cl:34])=[C:29]([CH:33]=1)[C:30]([NH:7][C:8]1[N:12]([C:13]2[CH:18]=[CH:17][CH:16]=[CH:15][CH:14]=2)[N:11]=[C:10]([C:19]([O:21][CH2:22][CH3:23])=[O:20])[CH:9]=1)=[O:31].